Dataset: Catalyst prediction with 721,799 reactions and 888 catalyst types from USPTO. Task: Predict which catalyst facilitates the given reaction. Reactant: [CH2:1]([O:6][C:7]1[CH:12]=[C:11]([O:13][CH:14]([CH3:18])[C:15]([CH3:17])=[CH2:16])[N:10]=[CH:9][N:8]=1)[C:2]#[C:3][CH2:4][CH3:5].[ClH:19].C(=O)([O-])O.[Na+]. Product: [CH2:1]([O:6][C:7]1[CH:12]=[C:11]([O:13][CH:14]([CH3:18])[C:15]([Cl:19])([CH3:17])[CH3:16])[N:10]=[CH:9][N:8]=1)[C:2]#[C:3][CH2:4][CH3:5]. The catalyst class is: 305.